Dataset: Reaction yield outcomes from USPTO patents with 853,638 reactions. Task: Predict the reaction yield, written as a fraction of the theoretical maximum amount of product (1.0 means a 100% yield; for example, 0.34 means a 34% yield). The reactants are [OH:1][CH2:2][C:3]1O[CH:5]=[C:6]([O:10][CH2:11][C:12]2[CH:17]=[CH:16][C:15]([O:18][CH3:19])=[CH:14][CH:13]=2)[C:7](=[O:9])[CH:8]=1.[NH3:20]. The catalyst is C(O)C. The product is [OH:1][CH2:2][C:3]1[NH:20][CH:5]=[C:6]([O:10][CH2:11][C:12]2[CH:17]=[CH:16][C:15]([O:18][CH3:19])=[CH:14][CH:13]=2)[C:7](=[O:9])[CH:8]=1. The yield is 0.660.